Task: Predict which catalyst facilitates the given reaction.. Dataset: Catalyst prediction with 721,799 reactions and 888 catalyst types from USPTO Reactant: [O:1]=[C:2]1[C:7]([C:8]([OH:10])=[O:9])=[CH:6][CH:5]=[CH:4][NH:3]1.[OH-].[K+].I[CH3:14]. Product: [CH3:14][N:3]1[CH:4]=[CH:5][CH:6]=[C:7]([C:8]([OH:10])=[O:9])[C:2]1=[O:1]. The catalyst class is: 24.